This data is from Forward reaction prediction with 1.9M reactions from USPTO patents (1976-2016). The task is: Predict the product of the given reaction. (1) The product is: [OH:2][C:3]1[CH:4]=[C:5]2[C:9](=[CH:10][CH:11]=1)[C:8](=[O:12])[CH2:7][CH2:6]2. Given the reactants C[O:2][C:3]1[CH:4]=[C:5]2[C:9](=[CH:10][CH:11]=1)[C:8](=[O:12])[CH2:7][CH2:6]2.[Cl-].[Al+3].[Cl-].[Cl-].O, predict the reaction product. (2) Given the reactants [Cl:1][C:2]1[C:11]([CH:12]=[O:13])=[CH:10][C:9]2[C:4](=[CH:5][CH:6]=[C:7]([O:14]C)[CH:8]=2)[N:3]=1.B(Br)(Br)Br.C(=O)(O)[O-].[Na+], predict the reaction product. The product is: [Cl:1][C:2]1[C:11]([CH:12]=[O:13])=[CH:10][C:9]2[C:4](=[CH:5][CH:6]=[C:7]([OH:14])[CH:8]=2)[N:3]=1. (3) Given the reactants [ClH:1].CC1ON=C(C2C=CC(C3OCCNCC3)=CC=2)N=1.C([N:28]1[CH2:34][CH:33]([C:35]2[CH:40]=[CH:39][C:38]([C:41]3[O:45][N:44]=[CH:43][N:42]=3)=[CH:37][CH:36]=2)[CH2:32][O:31][CH2:30][CH2:29]1)C1C=CC=CC=1, predict the reaction product. The product is: [ClH:1].[O:45]1[C:41]([C:38]2[CH:39]=[CH:40][C:35]([CH:33]3[CH2:32][O:31][CH2:30][CH2:29][NH:28][CH2:34]3)=[CH:36][CH:37]=2)=[N:42][CH:43]=[N:44]1. (4) Given the reactants C([O:8][C:9]1[CH:10]=[C:11]([C:20](=[O:27])[C:21]2[CH:26]=[CH:25][CH:24]=[N:23][CH:22]=2)[CH:12]=[C:13]2[C:18]=1[N:17]=[CH:16][NH:15][C:14]2=[O:19])C1C=CC=CC=1.B(Br)(Br)Br, predict the reaction product. The product is: [OH:8][C:9]1[CH:10]=[C:11]([C:20](=[O:27])[C:21]2[CH:26]=[CH:25][CH:24]=[N:23][CH:22]=2)[CH:12]=[C:13]2[C:18]=1[N:17]=[CH:16][NH:15][C:14]2=[O:19]. (5) The product is: [Br:1][C:2]([F:26])([F:25])[C:3]([F:24])([F:23])[O:4][C:5]1[CH:10]=[CH:9][C:8]([O:11][C:12]([F:18])([F:17])[C:13]([F:16])([F:15])[Br:14])=[CH:7][C:6]=1[S:19]([Cl:37])(=[O:21])=[O:20]. Given the reactants [Br:1][C:2]([F:26])([F:25])[C:3]([F:24])([F:23])[O:4][C:5]1[CH:10]=[CH:9][C:8]([O:11][C:12]([F:18])([F:17])[C:13]([F:16])([F:15])[Br:14])=[CH:7][C:6]=1[S:19](O)(=[O:21])=[O:20].[K].S1(CCCC1)(=O)=O.P(Cl)(Cl)([Cl:37])=O, predict the reaction product. (6) Given the reactants O=C=[N:3]C1CC(C)(C)CC(C)(CN=C=O)C1.[C:17]([O:21][CH2:22][CH:23](O)C)(=[O:20])[CH:18]=[CH2:19].COC1C=CC(O)=CC=1.C([O-])(=O)CCCCCCCCCCC.C([O-])(=O)CCCCCCCCCCC.C([Sn+2]CCCC)CCC, predict the reaction product. The product is: [C:17]([OH:21])(=[O:20])[CH:18]=[CH2:19].[NH2:3][C:17]([O:21][CH2:22][CH3:23])=[O:20]. (7) Given the reactants [CH3:1][O:2][C:3]1[CH:8]=[CH:7][C:6]([C:9]([C:13]2[CH:14]=[CH:15][C:16]([NH2:19])=[N:17][CH:18]=2)=[C:10]([CH3:12])[CH3:11])=[CH:5][CH:4]=1.[F:20][C:21]1[CH:22]=[N:23][CH:24]=[C:25]([C:29]=1[CH3:30])[C:26](O)=[O:27].C(N(CC)CC)C.C(P1(=O)OP(CCC)(=O)OP(CCC)(=O)O1)CC, predict the reaction product. The product is: [F:20][C:21]1[CH:22]=[N:23][CH:24]=[C:25]([C:29]=1[CH3:30])[C:26]([NH:19][C:16]1[CH:15]=[CH:14][C:13]([C:9]([C:6]2[CH:5]=[CH:4][C:3]([O:2][CH3:1])=[CH:8][CH:7]=2)=[C:10]([CH3:12])[CH3:11])=[CH:18][N:17]=1)=[O:27]. (8) The product is: [F:20][C:16]1[CH:15]=[C:14]([CH:6]([NH:5][C:3]([CH2:2][NH:1][C:25](=[O:26])[C:24]2[CH:28]=[CH:29][CH:30]=[C:22]([F:21])[CH:23]=2)=[O:4])[C:7]2[CH:12]=[CH:11][CH:10]=[C:9]([F:13])[CH:8]=2)[CH:19]=[CH:18][CH:17]=1. Given the reactants [NH2:1][CH2:2][C:3]([NH:5][CH:6]([C:14]1[CH:19]=[CH:18][CH:17]=[C:16]([F:20])[CH:15]=1)[C:7]1[CH:12]=[CH:11][CH:10]=[C:9]([F:13])[CH:8]=1)=[O:4].[F:21][C:22]1[CH:23]=[C:24]([CH:28]=[CH:29][CH:30]=1)[C:25](O)=[O:26], predict the reaction product. (9) Given the reactants [Br:1][C:2]1[CH:3]=[C:4]([NH:10][C:11]2[CH:16]=[CH:15][CH:14]=[C:13]([OH:17])[N:12]=2)[C:5](=[O:9])[N:6]([CH3:8])[CH:7]=1.CC1C=CC(S(O[CH2:29][CH2:30][NH:31][C:32]([O:34][C:35]([CH3:38])([CH3:37])[CH3:36])=[O:33])(=O)=O)=CC=1.C([O-])([O-])=O.[Cs+].[Cs+], predict the reaction product. The product is: [Br:1][C:2]1[CH:3]=[C:4]([NH:10][C:11]2[N:12]=[C:13]([O:17][CH2:29][CH2:30][NH:31][C:32](=[O:33])[O:34][C:35]([CH3:38])([CH3:37])[CH3:36])[CH:14]=[CH:15][CH:16]=2)[C:5](=[O:9])[N:6]([CH3:8])[CH:7]=1. (10) Given the reactants [C:1]([C:5]1N=C(N2CC[C@H](O)C2)[C:8]2[C:9](=[N:11][N:12]([CH2:14]C3C(C)=NON=3)N=2)[N:10]=1)(C)(C)C.[C:27]([C:31]1[N:32]=[C:33]([N:40]2[CH2:44][CH2:43][C@H:42]([O:45]C(=O)C(F)(F)F)[CH2:41]2)[C:34]2[N:39]=[N:38][NH:37][C:35]=2[N:36]=1)([CH3:30])([CH3:29])[CH3:28].ClCC1N(C)N=C(C)N=1, predict the reaction product. The product is: [C:27]([C:31]1[N:32]=[C:33]([N:40]2[CH2:44][CH2:43][C@H:42]([OH:45])[CH2:41]2)[C:34]2[C:35](=[N:37][N:38]([CH2:1][C:5]3[N:12]([CH3:14])[N:11]=[C:9]([CH3:8])[N:10]=3)[N:39]=2)[N:36]=1)([CH3:29])([CH3:28])[CH3:30].